Task: Predict which catalyst facilitates the given reaction.. Dataset: Catalyst prediction with 721,799 reactions and 888 catalyst types from USPTO Reactant: [F:1][C:2]1[CH:3]=[C:4]([C:9]2[N:16]=[C:15]([OH:17])[C:14]([I:18])=[CH:13][C:10]=2[C:11]#[N:12])[CH:5]=[C:6]([F:8])[CH:7]=1.[C:19](=O)([O-])[O-].[Cs+].[Cs+].CI. Product: [F:8][C:6]1[CH:5]=[C:4]([C:9]2[N:16]=[C:15]([O:17][CH3:19])[C:14]([I:18])=[CH:13][C:10]=2[C:11]#[N:12])[CH:3]=[C:2]([F:1])[CH:7]=1. The catalyst class is: 18.